Dataset: Reaction yield outcomes from USPTO patents with 853,638 reactions. Task: Predict the reaction yield, written as a fraction of the theoretical maximum amount of product (1.0 means a 100% yield; for example, 0.34 means a 34% yield). (1) The reactants are [NH2:1][C:2]1[C:3]2[S:10][CH:9]=[C:8]([C:11]([NH:13][C:14]3[CH:19]=[C:18]([NH2:20])[CH:17]=[CH:16][C:15]=3[CH3:21])=[O:12])[C:4]=2[N:5]=[CH:6][N:7]=1.Cl[C:23](Cl)([O:25]C(=O)OC(Cl)(Cl)Cl)Cl.[Cl:34][C:35]1[CH:40]=[CH:39][C:38]([NH2:41])=[CH:37][C:36]=1[C:42]([F:45])([F:44])[F:43]. The catalyst is C1COCC1.C(OCC)(=O)C. The product is [NH2:1][C:2]1[C:3]2[S:10][CH:9]=[C:8]([C:11]([NH:13][C:14]3[CH:19]=[C:18]([NH:20][C:23]([NH:41][C:38]4[CH:39]=[CH:40][C:35]([Cl:34])=[C:36]([C:42]([F:43])([F:44])[F:45])[CH:37]=4)=[O:25])[CH:17]=[CH:16][C:15]=3[CH3:21])=[O:12])[C:4]=2[N:5]=[CH:6][N:7]=1. The yield is 0.600. (2) The reactants are [Br:1][C:2]1[CH:3]=[C:4]([C:9]2[CH:14]=[CH:13][CH:12]=[CH:11][CH:10]=2)[CH:5]=[C:6](Br)[CH:7]=1.BrC1C=C([I:23])C=C(Br)C=1.C1(B(O)O)C=CC=CC=1.C([Li])CCC.ICCI.S([O-])(O)=O.[Na+]. The catalyst is C(Cl)Cl.O.CCCCCC.C1COCC1. The product is [Br:1][C:2]1[CH:3]=[C:4]([C:9]2[CH:14]=[CH:13][CH:12]=[CH:11][CH:10]=2)[CH:5]=[C:6]([I:23])[CH:7]=1. The yield is 0.850. (3) The catalyst is CO. The product is [C:1]([C:5]1[CH:12]=[CH:11][C:8]([CH2:9][NH:23][CH2:22][CH2:21][C:18]2[CH:19]=[CH:20][C:15]([F:14])=[C:16]([C:24]([F:27])([F:25])[F:26])[CH:17]=2)=[CH:7][CH:6]=1)([CH3:4])([CH3:3])[CH3:2]. The yield is 0.900. The reactants are [C:1]([C:5]1[CH:12]=[CH:11][C:8]([CH:9]=O)=[CH:7][CH:6]=1)([CH3:4])([CH3:3])[CH3:2].Cl.[F:14][C:15]1[CH:20]=[CH:19][C:18]([CH2:21][CH2:22][NH2:23])=[CH:17][C:16]=1[C:24]([F:27])([F:26])[F:25].C(=O)([O-])[O-].[K+].[K+].[BH4-].[Na+].Cl. (4) The reactants are [Cl:1][C:2]1[C:11]2[NH:10][C:9](=[O:12])[C:8]3[S:13][CH:14]=[CH:15][C:7]=3[C:6]=2[C:5]([C:16]2[CH:31]=[CH:30][C:19]([CH2:20][CH2:21][NH:22]C(=O)OC(C)(C)C)=[C:18]([F:32])[CH:17]=2)=[C:4]([O:33]C)[CH:3]=1.B(Br)(Br)Br. No catalyst specified. The product is [ClH:1].[NH2:22][CH2:21][CH2:20][C:19]1[CH:30]=[CH:31][C:16]([C:5]2[C:6]3[C:7]4[CH:15]=[CH:14][S:13][C:8]=4[C:9](=[O:12])[NH:10][C:11]=3[C:2]([Cl:1])=[CH:3][C:4]=2[OH:33])=[CH:17][C:18]=1[F:32]. The yield is 0.480. (5) The reactants are C1(P(=O)(C2C=CC=CC=2)C2C=CC=CC=2)C=CC=CC=1.FC(F)(F)S(OS(C(F)(F)F)(=O)=O)(=O)=O.C([S:43][C:44]([CH3:76])([CH2:68][CH2:69][N:70]1[CH2:75][CH2:74][O:73][CH2:72][CH2:71]1)[CH2:45][NH:46][C:47]([C:49]1[NH:50][C:51]2[C:56]([CH:57]=1)=[CH:55][CH:54]=[CH:53][C:52]=2[N:58]([CH3:67])[S:59]([C:62]1[S:63][CH:64]=[CH:65][CH:66]=1)(=[O:61])=[O:60])=O)C1C=CC=CC=1.C(=O)([O-])O.[Na+]. The catalyst is C(#N)C. The product is [CH3:67][N:58]([C:52]1[CH:53]=[CH:54][CH:55]=[C:56]2[C:51]=1[NH:50][C:49]([C:47]1[S:43][C:44]([CH3:76])([CH2:68][CH2:69][N:70]3[CH2:75][CH2:74][O:73][CH2:72][CH2:71]3)[CH2:45][N:46]=1)=[CH:57]2)[S:59]([C:62]1[S:63][CH:64]=[CH:65][CH:66]=1)(=[O:61])=[O:60]. The yield is 0.700.